From a dataset of Reaction yield outcomes from USPTO patents with 853,638 reactions. Predict the reaction yield, written as a fraction of the theoretical maximum amount of product (1.0 means a 100% yield; for example, 0.34 means a 34% yield). (1) The reactants are [C:1]1([N:7]=[C:8]=S)[CH:6]=[CH:5][CH:4]=[CH:3][CH:2]=1.[NH:10]([C:12]1[N:17]([CH2:18][C:19]2[CH:24]=[CH:23][C:22]([O:25][CH3:26])=[CH:21][CH:20]=2)[C:16](=[O:27])[N:15]([CH3:28])[C:14](=[O:29])[CH:13]=1)[NH2:11]. The catalyst is CN(C=O)C. The product is [CH3:26][O:25][C:22]1[CH:21]=[CH:20][C:19]([CH2:18][N:17]2[C:12]3[NH:10][N:11]=[C:8]([NH:7][C:1]4[CH:6]=[CH:5][CH:4]=[CH:3][CH:2]=4)[C:13]=3[C:14](=[O:29])[N:15]([CH3:28])[C:16]2=[O:27])=[CH:24][CH:23]=1. The yield is 0.610. (2) The reactants are Br[C:2](Br)=[CH:3][C:4]1[CH:9]=[CH:8][C:7]([O:10][CH2:11][CH2:12][CH2:13][CH2:14][CH2:15][CH2:16][CH2:17][CH2:18][CH2:19][CH2:20][CH2:21][CH3:22])=[C:6]([O:23][CH2:24][CH2:25][CH2:26][CH2:27][CH2:28][CH2:29][CH2:30][CH2:31][CH2:32][CH2:33][CH2:34][CH3:35])[CH:5]=1.[Li]CCCC. The catalyst is C1COCC1. The product is [CH2:11]([O:10][C:7]1[CH:8]=[CH:9][C:4]([C:3]#[CH:2])=[CH:5][C:6]=1[O:23][CH2:24][CH2:25][CH2:26][CH2:27][CH2:28][CH2:29][CH2:30][CH2:31][CH2:32][CH2:33][CH2:34][CH3:35])[CH2:12][CH2:13][CH2:14][CH2:15][CH2:16][CH2:17][CH2:18][CH2:19][CH2:20][CH2:21][CH3:22]. The yield is 0.652. (3) The reactants are [NH2:1][C:2]1[CH:10]=[C:9]2[C:5]([CH2:6][C:7](=[O:11])[NH:8]2)=[CH:4][C:3]=1[F:12].[F:13][C:14]1[CH:21]=[CH:20][C:17]([CH:18]=O)=[CH:16][CH:15]=1.[BH4-].[Na+].O. The catalyst is C(O)C. The product is [F:12][C:3]1[CH:4]=[C:5]2[C:9](=[CH:10][C:2]=1[NH:1][CH2:18][C:17]1[CH:20]=[CH:21][C:14]([F:13])=[CH:15][CH:16]=1)[NH:8][C:7](=[O:11])[CH2:6]2. The yield is 0.450. (4) The reactants are [NH:1]1[CH2:6][CH2:5][CH:4]([O:7][C:8](=[O:19])[NH:9][C:10]2[CH:15]=[CH:14][C:13]([CH:16]([CH3:18])[CH3:17])=[CH:12][CH:11]=2)[CH2:3][CH2:2]1.Cl[C:21]1[C:30]2[C:25](=[CH:26][C:27]([O:33][CH3:34])=[C:28]([O:31][CH3:32])[CH:29]=2)[N:24]=[CH:23][C:22]=1[C:35]#[N:36]. The catalyst is C(O)(C)C. The product is [C:35]([C:22]1[CH:23]=[N:24][C:25]2[C:30]([C:21]=1[N:1]1[CH2:2][CH2:3][CH:4]([O:7][C:8](=[O:19])[NH:9][C:10]3[CH:15]=[CH:14][C:13]([CH:16]([CH3:17])[CH3:18])=[CH:12][CH:11]=3)[CH2:5][CH2:6]1)=[CH:29][C:28]([O:31][CH3:32])=[C:27]([O:33][CH3:34])[CH:26]=2)#[N:36]. The yield is 0.0590. (5) The reactants are [CH3:1][N:2]([C:7](=[O:16])[C:8]#[C:9][C:10]1[CH:15]=[CH:14][CH:13]=[CH:12][CH:11]=1)[CH2:3][C:4]([OH:6])=O.CCN(CC)CC.C(Cl)(C(C)(C)C)=[O:25].[CH2:31]([C@H:38]1[CH2:42][O:41][C:40](=O)[NH:39]1)[C:32]1[CH:37]=[CH:36][CH:35]=[CH:34][CH:33]=1.[Li]CCCC.[NH4+].[Cl-]. The catalyst is C1COCC1. The product is [O:25]=[C:33]1[CH:34]=[CH:35][CH:36]=[CH:37][CH:32]1[CH2:31][C@H:38]1[CH2:42][O:41][CH2:40][N:39]1[C:4](=[O:6])[CH2:3][N:2]([CH3:1])[C:7](=[O:16])[C:8]#[C:9][C:10]1[CH:15]=[CH:14][CH:13]=[CH:12][CH:11]=1. The yield is 0.740. (6) The reactants are [CH3:1][C:2]1[C:3]([S:12]([CH3:15])(=[O:14])=[O:13])=[CH:4][C:5]([N+:9]([O-])=O)=[C:6]([OH:8])[CH:7]=1.CCOC(C)=O. The catalyst is CCO. The product is [NH2:9][C:5]1[CH:4]=[C:3]([S:12]([CH3:15])(=[O:14])=[O:13])[C:2]([CH3:1])=[CH:7][C:6]=1[OH:8]. The yield is 0.410.